Dataset: Reaction yield outcomes from USPTO patents with 853,638 reactions. Task: Predict the reaction yield, written as a fraction of the theoretical maximum amount of product (1.0 means a 100% yield; for example, 0.34 means a 34% yield). (1) The reactants are O[CH:2]=[C:3]1[C:11]2[C:6](=[CH:7][C:8]([C:12]([C:14]3[CH:15]=[C:16]([NH:20][C:21]([C:23]4[CH:24]=[N:25][N:26]([CH3:29])[C:27]=4[Cl:28])=[O:22])[CH:17]=[CH:18][CH:19]=3)=[O:13])=[CH:9][CH:10]=2)[NH:5][C:4]1=[O:30].C1COCC1.[CH3:36][N:37]1[CH2:42][CH2:41][N:40]([C:43]2[CH:48]=[CH:47][C:46]([NH2:49])=[CH:45][CH:44]=2)[CH2:39][CH2:38]1. The catalyst is CCOC(C)=O. The product is [CH3:36][N:37]1[CH2:38][CH2:39][N:40]([C:43]2[CH:48]=[CH:47][C:46]([NH:49][CH:2]=[C:3]3[C:11]4[C:6](=[CH:7][C:8]([C:12]([C:14]5[CH:15]=[C:16]([NH:20][C:21]([C:23]6[CH:24]=[N:25][N:26]([CH3:29])[C:27]=6[Cl:28])=[O:22])[CH:17]=[CH:18][CH:19]=5)=[O:13])=[CH:9][CH:10]=4)[NH:5][C:4]3=[O:30])=[CH:45][CH:44]=2)[CH2:41][CH2:42]1. The yield is 0.710. (2) The reactants are [C:1]([NH:5][C:6]([C:8]1[C:16]2[C:11](=[N:12][CH:13]=[C:14]([C:17]3[N:18]=[CH:19][N:20]4[CH:25]=[CH:24][CH:23]=[CH:22][C:21]=34)[N:15]=2)[N:10](COCC[Si](C)(C)C)[CH:9]=1)=[O:7])([CH3:4])([CH3:3])[CH3:2]. The catalyst is C(O)(C(F)(F)F)=O.[Pt](=O)=O. The product is [C:1]([NH:5][C:6]([C:8]1[C:16]2[C:11](=[N:12][CH:13]=[C:14]([C:17]3[N:18]=[CH:19][N:20]4[CH2:25][CH2:24][CH2:23][CH2:22][C:21]=34)[N:15]=2)[NH:10][CH:9]=1)=[O:7])([CH3:4])([CH3:2])[CH3:3]. The yield is 0.260. (3) The reactants are [CH3:1][C:2]1([CH3:20])[CH2:6][C:5]2[C:7]([CH3:19])=[C:8]([N:13]3[CH2:18][CH2:17][NH:16][CH2:15][CH2:14]3)[C:9]([CH3:12])=[C:10]([CH3:11])[C:4]=2[O:3]1.Br[C:22]1[CH:27]=[CH:26][C:25]([O:28][C:29]([F:32])([F:31])[F:30])=[CH:24][CH:23]=1. No catalyst specified. The product is [CH3:1][C:2]1([CH3:20])[CH2:6][C:5]2[C:7]([CH3:19])=[C:8]([N:13]3[CH2:14][CH2:15][N:16]([C:22]4[CH:23]=[CH:24][C:25]([O:28][C:29]([F:30])([F:31])[F:32])=[CH:26][CH:27]=4)[CH2:17][CH2:18]3)[C:9]([CH3:12])=[C:10]([CH3:11])[C:4]=2[O:3]1. The yield is 0.510. (4) The reactants are [CH3:1][O:2][CH2:3][CH2:4][O:5][C:6]1[C:7]([NH:19][C:20]([NH2:22])=[S:21])=[N:8][CH:9]=[C:10]([O:12][C:13]2[CH:18]=[CH:17][CH:16]=[CH:15][CH:14]=2)[CH:11]=1.Cl[CH2:24][CH:25]=O. The catalyst is CN(C=O)C. The product is [CH3:1][O:2][CH2:3][CH2:4][O:5][C:6]1[C:7]([NH:19][C:20]2[S:21][CH:24]=[CH:25][N:22]=2)=[N:8][CH:9]=[C:10]([O:12][C:13]2[CH:18]=[CH:17][CH:16]=[CH:15][CH:14]=2)[CH:11]=1. The yield is 0.450.